From a dataset of NCI-60 drug combinations with 297,098 pairs across 59 cell lines. Regression. Given two drug SMILES strings and cell line genomic features, predict the synergy score measuring deviation from expected non-interaction effect. (1) Drug 1: CC=C1C(=O)NC(C(=O)OC2CC(=O)NC(C(=O)NC(CSSCCC=C2)C(=O)N1)C(C)C)C(C)C. Drug 2: C1CN(P(=O)(OC1)NCCCl)CCCl. Cell line: TK-10. Synergy scores: CSS=51.0, Synergy_ZIP=-2.93, Synergy_Bliss=-4.08, Synergy_Loewe=-42.1, Synergy_HSA=-2.13. (2) Drug 1: C1=NC2=C(N1)C(=S)N=CN2. Drug 2: CN(CCCl)CCCl.Cl. Cell line: OVCAR-4. Synergy scores: CSS=13.9, Synergy_ZIP=-0.270, Synergy_Bliss=-2.91, Synergy_Loewe=-14.1, Synergy_HSA=-4.44. (3) Drug 1: CC1C(C(CC(O1)OC2CC(CC3=C2C(=C4C(=C3O)C(=O)C5=C(C4=O)C(=CC=C5)OC)O)(C(=O)CO)O)N)O.Cl. Drug 2: CC1OCC2C(O1)C(C(C(O2)OC3C4COC(=O)C4C(C5=CC6=C(C=C35)OCO6)C7=CC(=C(C(=C7)OC)O)OC)O)O. Cell line: BT-549. Synergy scores: CSS=30.6, Synergy_ZIP=7.06, Synergy_Bliss=9.03, Synergy_Loewe=5.84, Synergy_HSA=11.0. (4) Drug 1: CC1=C(C=C(C=C1)C(=O)NC2=CC(=CC(=C2)C(F)(F)F)N3C=C(N=C3)C)NC4=NC=CC(=N4)C5=CN=CC=C5. Drug 2: CNC(=O)C1=NC=CC(=C1)OC2=CC=C(C=C2)NC(=O)NC3=CC(=C(C=C3)Cl)C(F)(F)F. Cell line: SNB-19. Synergy scores: CSS=3.92, Synergy_ZIP=-2.00, Synergy_Bliss=-0.638, Synergy_Loewe=-1.14, Synergy_HSA=-0.202. (5) Drug 1: CC=C1C(=O)NC(C(=O)OC2CC(=O)NC(C(=O)NC(CSSCCC=C2)C(=O)N1)C(C)C)C(C)C. Drug 2: CC1CCC2CC(C(=CC=CC=CC(CC(C(=O)C(C(C(=CC(C(=O)CC(OC(=O)C3CCCCN3C(=O)C(=O)C1(O2)O)C(C)CC4CCC(C(C4)OC)OCCO)C)C)O)OC)C)C)C)OC. Cell line: TK-10. Synergy scores: CSS=43.5, Synergy_ZIP=-2.10, Synergy_Bliss=-0.317, Synergy_Loewe=0.275, Synergy_HSA=-0.0582. (6) Drug 1: C1=CC=C(C(=C1)C(C2=CC=C(C=C2)Cl)C(Cl)Cl)Cl. Cell line: T-47D. Drug 2: CN(C(=O)NC(C=O)C(C(C(CO)O)O)O)N=O. Synergy scores: CSS=5.21, Synergy_ZIP=2.97, Synergy_Bliss=-2.57, Synergy_Loewe=-0.169, Synergy_HSA=-0.981.